From a dataset of Forward reaction prediction with 1.9M reactions from USPTO patents (1976-2016). Predict the product of the given reaction. (1) Given the reactants [Cl:1][C:2]1[CH:16]=[CH:15][C:5]([O:6][C:7]2[CH:14]=[CH:13][C:10]([CH:11]=O)=[CH:9][CH:8]=2)=[CH:4][C:3]=1[C:17]([F:20])([F:19])[F:18].C([O-])(=O)C.[NH4+].[N+:26]([CH3:29])([O-:28])=[O:27], predict the reaction product. The product is: [Cl:1][C:2]1[CH:16]=[CH:15][C:5]([O:6][C:7]2[CH:14]=[CH:13][C:10](/[CH:11]=[CH:29]/[N+:26]([O-:28])=[O:27])=[CH:9][CH:8]=2)=[CH:4][C:3]=1[C:17]([F:20])([F:19])[F:18]. (2) Given the reactants [NH:1]1[CH2:4][CH:3]([N:5]2[CH2:9][CH2:8][CH2:7][CH2:6]2)[CH2:2]1.[CH3:10][C:11]1[NH:12][C:13]2[C:18]([CH:19]=1)=[CH:17][C:16]([NH:20][C:21]1[CH:26]=[CH:25][N:24]=[C:23]3[CH:27]=[C:28]([C:30](O)=[O:31])[S:29][C:22]=13)=[CH:15][CH:14]=2, predict the reaction product. The product is: [CH3:10][C:11]1[NH:12][C:13]2[C:18]([CH:19]=1)=[CH:17][C:16]([NH:20][C:21]1[CH:26]=[CH:25][N:24]=[C:23]3[CH:27]=[C:28]([C:30]([N:1]4[CH2:4][CH:3]([N:5]5[CH2:9][CH2:8][CH2:7][CH2:6]5)[CH2:2]4)=[O:31])[S:29][C:22]=13)=[CH:15][CH:14]=2.